Dataset: CYP2D6 inhibition data for predicting drug metabolism from PubChem BioAssay. Task: Regression/Classification. Given a drug SMILES string, predict its absorption, distribution, metabolism, or excretion properties. Task type varies by dataset: regression for continuous measurements (e.g., permeability, clearance, half-life) or binary classification for categorical outcomes (e.g., BBB penetration, CYP inhibition). Dataset: cyp2d6_veith. (1) The drug is CCN1C(=O)[C@H]2CC[C@H]3/C(=N\O[C@@H](C)c4cn([C@H]5COC[C@H]5O)nn4)C[C@@H](O)[C@@H](O)[C@@H]3[C@@H]2C1=O. The result is 0 (non-inhibitor). (2) The molecule is CC(=O)c1ccc(N2CCC(c3cc(-c4ccc(Cl)cc4)n[nH]3)CC2)c([N+](=O)[O-])c1. The result is 0 (non-inhibitor). (3) The compound is CC[N+](C)(C)Cc1ccccc1Br.Cc1ccc(S(=O)(=O)[O-])cc1. The result is 0 (non-inhibitor). (4) The molecule is CC(C)CO/N=C1/C[C@@H](O)[C@@H](O)[C@H]2[C@@H]1CC[C@@H]1C(=O)N([C@@H](C)c3ccccc3)C(=O)[C@H]12. The result is 0 (non-inhibitor). (5) The molecule is COC(=O)[C@H](NC(=O)c1cc(-c2ccccc2)nc2ccccc12)c1ccccc1. The result is 0 (non-inhibitor). (6) The molecule is CCOC(=O)N1CCC(NC(=O)CS(=O)(=O)Cc2nc(-c3cccc(OC)c3)oc2C)CC1. The result is 0 (non-inhibitor). (7) The compound is O=C1CSC2(CCN(CCCN3c4ccccc4Sc4ccc(Cl)cc43)CC2)N1. The result is 1 (inhibitor).